Dataset: NCI-60 drug combinations with 297,098 pairs across 59 cell lines. Task: Regression. Given two drug SMILES strings and cell line genomic features, predict the synergy score measuring deviation from expected non-interaction effect. Drug 1: C1=CC=C(C=C1)NC(=O)CCCCCCC(=O)NO. Drug 2: C(CC(=O)O)C(=O)CN.Cl. Cell line: OVCAR3. Synergy scores: CSS=22.4, Synergy_ZIP=-1.04, Synergy_Bliss=3.35, Synergy_Loewe=0.395, Synergy_HSA=3.05.